This data is from Full USPTO retrosynthesis dataset with 1.9M reactions from patents (1976-2016). The task is: Predict the reactants needed to synthesize the given product. (1) Given the product [F:24][C:25]([F:30])([F:29])[C:26]([OH:28])=[O:27].[CH3:1][O:2][CH2:3][CH:4]1[CH2:9][NH:8][CH2:7][CH2:6][NH:5]1, predict the reactants needed to synthesize it. The reactants are: [CH3:1][O:2][CH2:3][CH:4]1[CH2:9][N:8](C(OC(C)(C)C)=O)[CH2:7][CH2:6][N:5]1C(OC(C)(C)C)=O.[F:24][C:25]([F:30])([F:29])[C:26]([OH:28])=[O:27]. (2) Given the product [CH3:23][O:22][C:19]1[CH:20]=[CH:21][C:16]([C:10]2[C:11]([CH3:15])=[N:2][O:24][C:9]=2[C:8]2[CH:7]=[C:6]([C:25]3[CH:30]=[CH:29][CH:28]=[CH:27][CH:26]=3)[C:5]([OH:4])=[CH:14][C:13]=2[OH:12])=[CH:17][CH:18]=1, predict the reactants needed to synthesize it. The reactants are: Cl.[NH2:2]O.[OH:4][C:5]1[CH:14]=[C:13]2[C:8]([C:9](=[O:24])[C:10]([C:16]3[CH:21]=[CH:20][C:19]([O:22][CH3:23])=[CH:18][CH:17]=3)=[C:11]([CH3:15])[O:12]2)=[CH:7][C:6]=1[C:25]1[CH:30]=[CH:29][CH:28]=[CH:27][CH:26]=1.O. (3) Given the product [F:19][C:20]1[CH:25]=[C:24]([F:26])[CH:23]=[CH:22][C:21]=1[O:27][C:2]1[N:3]([C:12]2[CH:17]=[CH:16][C:15]([F:18])=[CH:14][CH:13]=2)[C:4](=[O:11])[C:5]2[N:10]=[CH:9][S:8][C:6]=2[N:7]=1, predict the reactants needed to synthesize it. The reactants are: Cl[C:2]1[N:3]([C:12]2[CH:17]=[CH:16][C:15]([F:18])=[CH:14][CH:13]=2)[C:4](=[O:11])[C:5]2[N:10]=[CH:9][S:8][C:6]=2[N:7]=1.[F:19][C:20]1[CH:25]=[C:24]([F:26])[CH:23]=[CH:22][C:21]=1[OH:27].CO. (4) Given the product [F:34][C:31]1[CH:32]=[CH:33][C:28]([CH2:27][O:26][C:23]2[CH:22]=[CH:21][C:20]([N:14]([CH2:15][CH2:16][CH:17]([CH3:18])[CH3:19])[CH:11]3[CH2:10][CH2:9][NH:8][CH2:13][CH2:12]3)=[CH:25][CH:24]=2)=[CH:29][CH:30]=1, predict the reactants needed to synthesize it. The reactants are: C(OC([N:8]1[CH2:13][CH2:12][CH:11]([N:14]([C:20]2[CH:25]=[CH:24][C:23]([O:26][CH2:27][C:28]3[CH:33]=[CH:32][C:31]([F:34])=[CH:30][CH:29]=3)=[CH:22][CH:21]=2)[CH2:15][CH2:16][CH:17]([CH3:19])[CH3:18])[CH2:10][CH2:9]1)=O)(C)(C)C.C(O)(C(F)(F)F)=O.